From a dataset of Forward reaction prediction with 1.9M reactions from USPTO patents (1976-2016). Predict the product of the given reaction. (1) The product is: [F:1][C:2]1[CH:7]=[C:6]([OH:8])[C:5]([F:10])=[CH:4][C:3]=1[CH2:11][CH2:12][C:13]([O:15][CH2:16][CH3:17])=[O:14]. Given the reactants [F:1][C:2]1[CH:7]=[C:6]([O:8]C)[C:5]([F:10])=[CH:4][C:3]=1[CH2:11][CH2:12][C:13]([O:15][CH2:16][CH3:17])=[O:14].B(Br)(Br)Br, predict the reaction product. (2) Given the reactants [OH:1][CH2:2][CH:3]1[CH2:8][CH2:7][NH:6][CH2:5][CH2:4]1.C(N(CC)CC)C.[C:16]([O:20][C:21](O[C:21]([O:20][C:16]([CH3:19])([CH3:18])[CH3:17])=[O:22])=[O:22])([CH3:19])([CH3:18])[CH3:17], predict the reaction product. The product is: [C:16]([O:20][C:21]([N:6]1[CH2:7][CH2:8][CH:3]([CH2:2][OH:1])[CH2:4][CH2:5]1)=[O:22])([CH3:19])([CH3:18])[CH3:17]. (3) The product is: [CH3:11][C@@H:10]([O:12][C:13]1[CH:18]=[C:17]([C:19]2[CH:20]=[N:21][N:22]([CH:24]3[CH2:29][CH2:28][NH:27][CH2:26][CH2:25]3)[CH:23]=2)[CH:16]=[N:15][C:14]=1[NH2:38])[C:3]1[C:4]([Cl:9])=[CH:5][CH:6]=[C:7]([F:8])[C:2]=1[Cl:1]. Given the reactants [Cl:1][C:2]1[C:7]([F:8])=[CH:6][CH:5]=[C:4]([Cl:9])[C:3]=1[CH:10]([O:12][C:13]1[C:14]([NH:38]C(OC(C)(C)C)=O)=[N:15][CH:16]=[C:17]([C:19]2[CH:20]=[N:21][N:22]([CH:24]3[CH2:29][CH2:28][N:27](NC(OC(C)(C)C)=O)[CH2:26][CH2:25]3)[CH:23]=2)[CH:18]=1)[CH3:11].Cl.C(O)C, predict the reaction product. (4) Given the reactants Cl.[CH3:2][O:3][C:4](=[O:14])[C@H:5]([CH2:7][C:8]1[CH:13]=[CH:12][CH:11]=[CH:10][CH:9]=1)[NH2:6].C(N(CC)CC)C, predict the reaction product. The product is: [CH3:2][O:3][C:4](=[O:14])[C@H:5]([CH2:7][C:8]1[CH:13]=[CH:12][CH:11]=[CH:10][CH:9]=1)[NH2:6]. (5) Given the reactants [Br:1][C:2]1[CH:3]=[C:4]2[C:9](=[CH:10][CH:11]=1)[N:8]=[C:7](O)[N:6]=[CH:5]2.P(Cl)(Cl)([Cl:15])=O, predict the reaction product. The product is: [Br:1][C:2]1[CH:3]=[C:4]2[C:9](=[CH:10][CH:11]=1)[N:8]=[C:7]([Cl:15])[N:6]=[CH:5]2. (6) Given the reactants [ClH:1].Cl.[NH2:3][CH:4]1[CH2:9][CH2:8][N:7]([CH2:10][C@H:11]2[N:21]3[C:22]4[N:13]([C:14](=[O:24])[CH:15]=[N:16][C:17]=4[CH:18]=[CH:19][C:20]3=[O:23])[CH2:12]2)[CH2:6][CH2:5]1.C(N(CC)CC)C.[O:32]1[C:41]2[CH:40]=[C:39]([CH:42]=O)[N:38]=[CH:37][C:36]=2[O:35][CH2:34][CH2:33]1.C(O[BH-](OC(=O)C)OC(=O)C)(=O)C.[Na+].C([O-])(O)=O.[Na+], predict the reaction product. The product is: [ClH:1].[ClH:1].[O:32]1[C:41]2[CH:40]=[C:39]([CH2:42][NH:3][CH:4]3[CH2:9][CH2:8][N:7]([CH2:10][C@H:11]4[N:21]5[C:22]6[N:13]([C:14](=[O:24])[CH:15]=[N:16][C:17]=6[CH:18]=[CH:19][C:20]5=[O:23])[CH2:12]4)[CH2:6][CH2:5]3)[N:38]=[CH:37][C:36]=2[O:35][CH2:34][CH2:33]1.